From a dataset of Forward reaction prediction with 1.9M reactions from USPTO patents (1976-2016). Predict the product of the given reaction. (1) Given the reactants [CH3:1][CH:2]1[CH2:6][CH2:5][C:4](=O)[C@@H:3]1[C:8]([O:10][CH2:11][CH3:12])=[O:9].C([O-])(=O)C.[NH4+:17], predict the reaction product. The product is: [NH2:17][C:4]1[CH2:5][CH2:6][C@@H:2]([CH3:1])[C:3]=1[C:8]([O:10][CH2:11][CH3:12])=[O:9]. (2) Given the reactants [CH2:1]([O:8][C:9]([N:11]1[CH:15]([C:16]([OH:18])=O)[CH2:14][S:13][C@@H:12]1[C:19]1[CH:24]=[CH:23][C:22]([O:25][CH3:26])=[CH:21][CH:20]=1)=[O:10])[C:2]1[CH:7]=[CH:6][CH:5]=[CH:4][CH:3]=1.CCN(C(C)C)C(C)C.CN(C(ON1N=NC2C=CC=NC1=2)=[N+](C)C)C.F[P-](F)(F)(F)(F)F.[NH2:60][C:61]1[S:62][CH:63]=[C:64]([C:66]2[CH:77]=[CH:76][C:69]([C:70]([NH:72][CH:73]3[CH2:75][CH2:74]3)=[O:71])=[CH:68][CH:67]=2)[N:65]=1, predict the reaction product. The product is: [CH2:1]([O:8][C:9]([N:11]1[CH:15]([C:16](=[O:18])[NH:60][C:61]2[S:62][CH:63]=[C:64]([C:66]3[CH:67]=[CH:68][C:69]([C:70](=[O:71])[NH:72][CH:73]4[CH2:75][CH2:74]4)=[CH:76][CH:77]=3)[N:65]=2)[CH2:14][S:13][C@@H:12]1[C:19]1[CH:20]=[CH:21][C:22]([O:25][CH3:26])=[CH:23][CH:24]=1)=[O:10])[C:2]1[CH:7]=[CH:6][CH:5]=[CH:4][CH:3]=1.